From a dataset of Full USPTO retrosynthesis dataset with 1.9M reactions from patents (1976-2016). Predict the reactants needed to synthesize the given product. (1) Given the product [C:10]([O:9][C:7]([N:1]1[CH2:5][CH2:4][C@H:3]([C:22]#[N:25])[CH2:2]1)=[O:8])([CH3:13])([CH3:12])[CH3:11], predict the reactants needed to synthesize it. The reactants are: [NH:1]1[CH2:5][CH2:4][C@@H:3](O)[CH2:2]1.[C:7](O[C:7]([O:9][C:10]([CH3:13])([CH3:12])[CH3:11])=[O:8])([O:9][C:10]([CH3:13])([CH3:12])[CH3:11])=[O:8].[CH:22]([N:25](C(C)C)CC)(C)C.CS(Cl)(=O)=O.[C-]#N.[Na+]. (2) The reactants are: [Br:1][C:2]1[CH:7]=[CH:6][C:5]([CH:8]2[CH2:18][CH2:17][C@:10]3([NH:14][C:13](=[O:15])[NH:12][C:11]3=[O:16])[CH2:9]2)=[CH:4][CH:3]=1.[C:19](=O)([O-])[O-].[K+].[K+].CI. Given the product [Br:1][C:2]1[CH:7]=[CH:6][C:5]([CH:8]2[CH2:18][CH2:17][C@:10]3([NH:14][C:13](=[O:15])[N:12]([CH3:19])[C:11]3=[O:16])[CH2:9]2)=[CH:4][CH:3]=1, predict the reactants needed to synthesize it. (3) Given the product [CH2:10]([NH:17][CH3:18])[C:11]1[CH:16]=[CH:15][CH:14]=[CH:13][CH:12]=1.[CH2:10]([NH:17][C:18]1[CH:23]=[CH:22][CH:21]=[CH:20][CH:19]=1)[C:11]1[CH:16]=[CH:15][CH:14]=[CH:13][CH:12]=1, predict the reactants needed to synthesize it. The reactants are: C(=CN)C1C=CC=CC=1.[CH:10](=[N:17][C:18]1[CH:23]=[CH:22][CH:21]=[CH:20][CH:19]=1)[C:11]1[CH:16]=[CH:15][CH:14]=[CH:13][CH:12]=1. (4) Given the product [CH3:1][O:2][C:3]1[CH:12]=[CH:11][C:6]2[N:7]=[C:8]([C:13]#[N:14])[S:9][C:5]=2[CH:4]=1, predict the reactants needed to synthesize it. The reactants are: [CH3:1][O:2][C:3]1[CH:12]=[CH:11][C:6]2[N:7]=[C:8](N)[S:9][C:5]=2[CH:4]=1.[C:13]([Cu])#[N:14]. (5) Given the product [F:17][C:18]([F:23])([F:22])[C:19]([OH:21])=[O:20].[CH2:1]([C:4]1[CH:9]=[CH:8][C:7]([O:10][C:11](=[O:14])[CH2:12][NH2:13])=[C:6]([O:15][CH3:16])[CH:5]=1)[CH:2]=[CH2:3], predict the reactants needed to synthesize it. The reactants are: [CH2:1]([C:4]1[CH:9]=[CH:8][C:7]([O:10][C:11](=[O:14])[CH2:12][NH2:13])=[C:6]([O:15][CH3:16])[CH:5]=1)[CH:2]=[CH2:3].[F:17][C:18]([F:23])([F:22])[C:19]([OH:21])=[O:20]. (6) Given the product [Cl:15][C:16]1[CH:17]=[CH:18][C:19]([CH:22]([C:23]2[CH:28]=[CH:27][C:26]([Cl:29])=[CH:25][CH:24]=2)[N:7]2[CH2:6][CH2:5][N:4]([C:8]([O:10][C:11]([CH3:13])([CH3:12])[CH3:14])=[O:9])[CH2:3][CH:2]2[CH3:1])=[CH:20][CH:21]=1, predict the reactants needed to synthesize it. The reactants are: [CH3:1][CH:2]1[NH:7][CH2:6][CH2:5][N:4]([C:8]([O:10][C:11]([CH3:14])([CH3:13])[CH3:12])=[O:9])[CH2:3]1.[Cl:15][C:16]1[CH:21]=[CH:20][C:19]([CH:22](Cl)[C:23]2[CH:28]=[CH:27][C:26]([Cl:29])=[CH:25][CH:24]=2)=[CH:18][CH:17]=1.C(=O)([O-])[O-].[K+].[K+].C(#N)C. (7) Given the product [CH2:16]([O:15][C:13]([C:12]1[N:8]([C:5]2[CH:4]=[CH:3][C:2]([Br:1])=[CH:7][CH:6]=2)[N:9]=[CH:10][C:11]=1[F:22])=[O:14])[CH3:17], predict the reactants needed to synthesize it. The reactants are: [Br:1][C:2]1[CH:7]=[CH:6][C:5]([N:8]2[C:12]([C:13]([O:15][CH2:16][CH3:17])=[O:14])=[CH:11][CH:10]=[N:9]2)=[CH:4][CH:3]=1.C(O)(=O)C.[F:22][B-](F)(F)F.F[B-](F)(F)F.ClC[N+]12CC[N+](F)(CC1)CC2. (8) Given the product [C:27]([C:3]1[CH:2]=[C:1]2[CH:24]=[C:22]3[N:23]=[C:19]([CH:18]=[C:16]4[NH:17][C:13](=[CH:12][C:10]5[CH:9]=[CH:8][C:7](=[CH:6][C:4]=1[NH:5]2)[N:11]=5)[CH:14]=[CH:15]4)[CH:20]=[CH:21]3)#[CH:28], predict the reactants needed to synthesize it. The reactants are: [C:1]12[CH:24]=[C:22]3[N:23]=[C:19]([CH:20]=[CH:21]3)[CH:18]=[C:16]3[NH:17][C:13]([CH:14]=[CH:15]3)=[CH:12][C:10]3=[N:11][C:7]([CH:8]=[CH:9]3)=[CH:6][C:4]([NH:5]1)=[CH:3][CH:2]=2.[OH-].[Na+].[C:27]1(C)C=CC=C[CH:28]=1.